This data is from Experimentally validated miRNA-target interactions with 360,000+ pairs, plus equal number of negative samples. The task is: Binary Classification. Given a miRNA mature sequence and a target amino acid sequence, predict their likelihood of interaction. (1) The miRNA is hsa-miR-6886-3p with sequence UGCCCUUCUCUCCUCCUGCCU. The protein sequence of the target gene is MAAAAAAGSGTPREEEGPAGEAAASQPQAPTSVPGARLSRLPLARVKALVKADPDVTLAGQEAIFILARAAELFVETIAKDAYCCAQQGKRKTLQRRDLDNAIEAVDEFAFLEGTLD. Result: 0 (no interaction). (2) The miRNA is hsa-miR-4709-3p with sequence UUGAAGAGGAGGUGCUCUGUAGC. The protein sequence of the target gene is MSAAPGLLRQELSCPLCLQLFDAPVTAECGHSFCRACLIRVAGEPAADGTVACPCCQAPTRPQALSTNLQLSRLVEGLAQVPQGHCEEHLDPLSIYCEQDRTLVCGVCASLGSHRGHRLLPAAEAQARLKTQLPQQKMQLQEACMRKEKTVAVLEHQLVEVEETVRQFRGAVGEQLGKMRMFLAALESSLDREAERVRGDAGVALRRELSSLNSYLEQLRQMEKVLEEVADKPQTEFLMKFCLVTSRLQKILSESPPPARLDIQLPVISDDFKFQVWKKMFRALMPALEELTFDPSSAHP.... Result: 0 (no interaction). (3) The miRNA is hsa-miR-548ay-3p with sequence CAAAACCGCGAUUACUCUUGCA. The protein sequence of the target gene is MCTKMEQPFYHDDSYTATGYGRAPGGLSLHDYKLLKPSLAVNLADPYRSLKAPGARGPGPEGGGGGSYFSGQGSDTGASLKLASSELERLIVPNSNGVITTTPTPPGQYFYPRGGGSGGGAGGAGGGVTEEQEGFADGFVKALDDLHKMNHVTPPNVSLGATGGPPAGPGGVYAGPEPPPVYTNLSSYSPASASSGGAGAAVGTGSSYPTTTISYLPHAPPFAGGHPAQLGLGRGASTFKEEPQTVPEARSRDATPPVSPINMEDQERIKVERKRLRNRLAATKCRKRKLERIARLEDKV.... Result: 0 (no interaction). (4) The protein sequence of the target gene is MVHGSVTFRDVAIDFSQEEWECLQPDQRTLYRDVMLENYSHLISLGSSISKPDVITLLEQEKEPWIVVSKETSRWYPDLESKYGPEKISPENDIFEINLPKHVIKQISKTLGLEAFYFRNDSEYRSRFEGRQGHQEGYINQKIISYEEMPAYTHASPIHNTHKPYECKECGKYFSCGSNLIQHQSIHTGEKPYKCKECGKAFQLHIQLTRHQKFHTGEKTFECKECGKAFNLPTQLNRHKNIHTVKKLFECKECGKSFNRSSNLTQHQSIHAGVKPYQCKECGKAFNRGSNLIQHQKIHS.... The miRNA is hsa-miR-4633-5p with sequence AUAUGCCUGGCUAGCUCCUC. Result: 0 (no interaction). (5) The miRNA is bta-miR-93 with sequence CAAAGUGCUGUUCGUGCAGGUA. The protein sequence of the target gene is MEEMEALVGVVPHSADCDLFKEPVRKRRRLHRDRQFQAFPSAEQSALKEYEKLECRTRRVLSNTYQKLIQSVFLDDSIPSGLKYLINRLLALIEKSPLEPVYVGFLGITGAGKSSLINALIRQAMFLPVSGESVCTSCIVQVSSGCCEQYEAKIHLLSDQEWKAELKDLTKLLHRAEQSGEEEADLWDRDDATEEAAQKLRMLYGHGAERRHYEELLRLKPRGRIPNSRTITLKAEEAGELSVKLDPYIRTRRRDWDGESAETQIWPLIKYVEVILPKSALIPEGVVLVDIPGTGDFNSK.... Result: 0 (no interaction).